From a dataset of Reaction yield outcomes from USPTO patents with 853,638 reactions. Predict the reaction yield, written as a fraction of the theoretical maximum amount of product (1.0 means a 100% yield; for example, 0.34 means a 34% yield). (1) The reactants are FC(F)(F)C(O)=O.[C:8]1([C:14]2[CH:19]=[C:18]([CH:20]3[CH2:25][CH2:24][NH:23][CH2:22][CH2:21]3)[CH:17]=[CH:16][C:15]=2[NH:26][C:27]([C:29]2[NH:30][CH:31]=[C:32]([C:34]#[N:35])[N:33]=2)=[O:28])[CH2:13][CH2:12][CH2:11][CH2:10][CH:9]=1.CCN(CC)CC.C[Si]([N:47]=[C:48]=[O:49])(C)C. The catalyst is C(Cl)Cl. The product is [C:34]([C:32]1[N:33]=[C:29]([C:27]([NH:26][C:15]2[CH:16]=[CH:17][C:18]([CH:20]3[CH2:21][CH2:22][N:23]([C:48]([NH2:47])=[O:49])[CH2:24][CH2:25]3)=[CH:19][C:14]=2[C:8]2[CH2:13][CH2:12][CH2:11][CH2:10][CH:9]=2)=[O:28])[NH:30][CH:31]=1)#[N:35]. The yield is 0.700. (2) The reactants are [CH3:1][N:2]([C:7]1[CH:16]=[CH:15][CH:14]=[CH:13][C:8]=1[C:9](OC)=[O:10])[S:3]([CH3:6])(=[O:5])=[O:4].CC(C[AlH]CC(C)C)C.C1(C)C=CC=CC=1. The catalyst is C(Cl)Cl. The product is [OH:10][CH2:9][C:8]1[CH:13]=[CH:14][CH:15]=[CH:16][C:7]=1[N:2]([CH3:1])[S:3]([CH3:6])(=[O:5])=[O:4]. The yield is 0.739. (3) The reactants are C([Si](C)(C)[O:6][CH2:7][C:8]([CH3:29])([CH3:28])[C:9]#[C:10][C:11]1[CH:12]=[CH:13][C:14]2[N:18]=[C:17]([CH3:19])[N:16]([C:20]3[N:25]=[CH:24][N:23]=[C:22]([NH2:26])[N:21]=3)[C:15]=2[CH:27]=1)(C)(C)C.[F-].C([N+](CCCC)(CCCC)CCCC)CCC. The catalyst is C1COCC1. The product is [NH2:26][C:22]1[N:23]=[CH:24][N:25]=[C:20]([N:16]2[C:15]3[CH:27]=[C:11]([C:10]#[C:9][C:8]([CH3:28])([CH3:29])[CH2:7][OH:6])[CH:12]=[CH:13][C:14]=3[N:18]=[C:17]2[CH3:19])[N:21]=1. The yield is 0.290. (4) The reactants are [CH3:1][O:2][C:3]1[CH:4]=[C:5]2[C:10](=[CH:11][C:12]=1[O:13][CH3:14])[N:9]=[CH:8][N:7]=[C:6]2[O:15][C:16]1[CH:26]=[CH:25][C:19]([O:20][CH2:21][C:22]([OH:24])=O)=[CH:18][CH:17]=1.CCN=C=NCCCN(C)C.Cl.C1C=CC2N(O)N=NC=2C=1.[CH2:49]([CH:56]1[CH2:61][CH2:60][NH:59][CH2:58][CH2:57]1)[C:50]1[CH:55]=[CH:54][CH:53]=[CH:52][CH:51]=1.C(=O)([O-])O.[Na+]. The catalyst is C(Cl)(Cl)Cl.O. The product is [CH2:49]([CH:56]1[CH2:61][CH2:60][N:59]([C:22](=[O:24])[CH2:21][O:20][C:19]2[CH:18]=[CH:17][C:16]([O:15][C:6]3[C:5]4[C:10](=[CH:11][C:12]([O:13][CH3:14])=[C:3]([O:2][CH3:1])[CH:4]=4)[N:9]=[CH:8][N:7]=3)=[CH:26][CH:25]=2)[CH2:58][CH2:57]1)[C:50]1[CH:55]=[CH:54][CH:53]=[CH:52][CH:51]=1. The yield is 0.250. (5) The reactants are [C:1]([CH2:4][NH:5][C:6]([C:8]1[N:13]=[CH:12][C:11](OS(C(F)(F)F)(=O)=O)=[CH:10][C:9]=1[OH:22])=[O:7])(=[O:3])[NH2:2].[Cl:23][C:24]1[CH:25]=[C:26](B(O)O)[CH:27]=[CH:28][CH:29]=1.[O-]P([O-])([O-])=O.[K+].[K+].[K+]. The catalyst is O1CCOCC1.C1C=CC(P(C2C=CC=CC=2)[C-]2C=CC=C2)=CC=1.C1C=CC(P(C2C=CC=CC=2)[C-]2C=CC=C2)=CC=1.Cl[Pd]Cl.[Fe+2]. The product is [C:1]([CH2:4][NH:5][C:6]([C:8]1[C:9]([OH:22])=[CH:10][C:11]([C:28]2[CH:27]=[CH:26][CH:25]=[C:24]([Cl:23])[CH:29]=2)=[CH:12][N:13]=1)=[O:7])(=[O:3])[NH2:2]. The yield is 0.180. (6) The reactants are [H-].[Al+3].[Li+].[H-].[H-].[H-].[Cl:7][C:8]1[CH:13]=[C:12]([Cl:14])[CH:11]=[CH:10][C:9]=1[C:15]1[O:16][C:17]([CH:32]([CH3:34])[CH3:33])=[C:18]([CH2:20][CH2:21][C:22]([C:24]2[CH:29]=[CH:28][C:27]([OH:30])=[C:26]([CH3:31])[CH:25]=2)=[O:23])[N:19]=1.S([O-])([O-])(=O)=O.[Na+].[Na+]. The catalyst is C1COCC1. The product is [Cl:7][C:8]1[CH:13]=[C:12]([Cl:14])[CH:11]=[CH:10][C:9]=1[C:15]1[O:16][C:17]([CH:32]([CH3:34])[CH3:33])=[C:18]([CH2:20][CH2:21][CH:22]([C:24]2[CH:29]=[CH:28][C:27]([OH:30])=[C:26]([CH3:31])[CH:25]=2)[OH:23])[N:19]=1. The yield is 0.980. (7) The reactants are Br[C:2]1[CH:3]=[C:4]2[C:9](=[CH:10][CH:11]=1)[CH:8]=[C:7]([O:12][Si:13]([C:16]([CH3:19])([CH3:18])[CH3:17])([CH3:15])[CH3:14])[CH:6]=[CH:5]2.[CH2:20]([NH:24][C:25](=[O:34])[O:26][CH2:27][C:28]1[CH:33]=[CH:32][CH:31]=[CH:30][CH:29]=1)[CH2:21][C:22]#[CH:23].C(N(CC)CC)C. The catalyst is C1COCC1.Cl[Pd](Cl)([P](C1C=CC=CC=1)(C1C=CC=CC=1)C1C=CC=CC=1)[P](C1C=CC=CC=1)(C1C=CC=CC=1)C1C=CC=CC=1.[Cu]I. The product is [Si:13]([O:12][C:7]1[CH:8]=[C:9]2[C:4](=[CH:5][CH:6]=1)[CH:3]=[C:2]([C:23]#[C:22][CH2:21][CH2:20][NH:24][C:25](=[O:34])[O:26][CH2:27][C:28]1[CH:33]=[CH:32][CH:31]=[CH:30][CH:29]=1)[CH:11]=[CH:10]2)([C:16]([CH3:19])([CH3:18])[CH3:17])([CH3:15])[CH3:14]. The yield is 0.370.